From a dataset of Full USPTO retrosynthesis dataset with 1.9M reactions from patents (1976-2016). Predict the reactants needed to synthesize the given product. (1) Given the product [CH:26]([N:29]1[C:19]([C:14]2[C:13]([CH2:12][OH:11])=[CH:18][CH:17]=[CH:16][N:15]=2)=[CH:20][CH:21]=[N:30]1)([CH3:28])[CH3:27].[CH:26]([N:22]1[CH:21]=[CH:20][C:19]([C:14]2[CH:13]=[CH:18][C:32]([CH2:33][OH:34])=[CH:16][N:15]=2)=[N:23]1)([CH3:28])[CH3:27], predict the reactants needed to synthesize it. The reactants are: COC1C=C(C([O:11][CH2:12][C:13]2[C:14]([C:19]3[N:23](C)[N:22]=[CH:21][CH:20]=3)=[N:15][CH:16]=[CH:17][CH:18]=2)=CN=1)C=O.Cl.[CH:26]([NH:29][NH2:30])([CH3:28])[CH3:27].Cl.[CH3:32][CH2:33][OH:34]. (2) Given the product [CH2:33]([S:30]([N:27]1[CH2:28][CH2:29][N:24]([C:14]2[N:15]([CH2:16][O:17][CH2:18][CH2:19][Si:20]([CH3:23])([CH3:22])[CH3:21])[C:11]([C:4]3[CH:5]=[CH:6][N:1]=[CH:2][CH:3]=3)=[C:12]([C:35]3[CH:36]=[C:37]([O:42][CH3:43])[C:38]([NH2:41])=[N:39][CH:40]=3)[N:13]=2)[CH2:25][CH2:26]1)(=[O:32])=[O:31])[CH3:34], predict the reactants needed to synthesize it. The reactants are: [N:1]1[CH:6]=[CH:5][C:4](B(O)O)=[CH:3][CH:2]=1.Br[C:11]1[N:15]([CH2:16][O:17][CH2:18][CH2:19][Si:20]([CH3:23])([CH3:22])[CH3:21])[C:14]([N:24]2[CH2:29][CH2:28][N:27]([S:30]([CH2:33][CH3:34])(=[O:32])=[O:31])[CH2:26][CH2:25]2)=[N:13][C:12]=1[C:35]1[CH:36]=[C:37]([O:42][CH3:43])[C:38]([NH2:41])=[N:39][CH:40]=1. (3) Given the product [NH2:3][C:2]([CH3:1])=[CH:6][C:5]([C:7]1[CH:8]=[CH:9][C:10]([C:13]([CH3:16])([CH3:15])[CH3:14])=[CH:11][CH:12]=1)=[O:4], predict the reactants needed to synthesize it. The reactants are: [CH3:1][C:2]1[CH:6]=[C:5]([C:7]2[CH:12]=[CH:11][C:10]([C:13]([CH3:16])([CH3:15])[CH3:14])=[CH:9][CH:8]=2)[O:4][N:3]=1.[H][H]. (4) The reactants are: C(N1C2C=CC=C(C([O-])=O)C=2C(CNC2C3CCN(CC3)C2)=N1)C1C=CC=CC=1.C(N1C2C=CC=C(C([O-])=O)C=2C(CN[C@@H]2C3CCN(CC3)C2)=N1)C1C=CC=CC=1.[Li+].[CH2:60]([N:67]1[C:71]2[CH:72]=[N:73][CH:74]=[C:75]3[C:76](=[O:87])[C@@H:77]([CH:79]4[CH:84]5[CH2:85][CH2:86][N:81]([CH2:82][CH2:83]5)[CH2:80]4)[CH2:78][C:69]([C:70]=23)=[N:68]1)[C:61]1[CH:66]=[CH:65][CH:64]=[CH:63][CH:62]=1.[ClH:88]. Given the product [ClH:88].[CH2:60]([N:67]1[C:71]2[CH:72]=[N:73][CH:74]=[C:75]3[C:76](=[O:87])[C@@H:77]([CH:79]4[CH:84]5[CH2:83][CH2:82][N:81]([CH2:86][CH2:85]5)[CH2:80]4)[CH2:78][C:69]([C:70]=23)=[N:68]1)[C:61]1[CH:62]=[CH:63][CH:64]=[CH:65][CH:66]=1, predict the reactants needed to synthesize it. (5) The reactants are: C([O:3][Si](OCC)(OCC)OCC)C.[CH2:14]([O:16][Si:17]([O:24][CH2:25][CH3:26])([O:21][CH2:22][CH3:23])[O:18][CH2:19][CH3:20])[CH3:15].CC(O)C. Given the product [OH2:3].[CH2:19]([O:18][Si:17]([O:21][CH2:22][CH3:23])([O:16][CH2:14][CH3:15])[O:24][CH2:25][CH3:26])[CH3:20], predict the reactants needed to synthesize it. (6) The reactants are: [NH2:1][C@@H:2]1[CH2:7][CH2:6][C@H:5]([NH:8][C:9](=[O:18])[C:10]2[CH:15]=[C:14]([F:16])[CH:13]=[N:12][C:11]=2[Cl:17])[CH2:4][CH2:3]1.C(N(CC)CC)C.[CH3:26][O:27][CH2:28][C:29](O)=[O:30].Cl.CN(C)CCCN=C=NCC.ON1C2C=CC=CC=2N=N1. Given the product [Cl:17][C:11]1[N:12]=[CH:13][C:14]([F:16])=[CH:15][C:10]=1[C:9]([NH:8][C@H:5]1[CH2:6][CH2:7][C@@H:2]([NH:1][C:29](=[O:30])[CH2:28][O:27][CH3:26])[CH2:3][CH2:4]1)=[O:18], predict the reactants needed to synthesize it. (7) Given the product [Cl:22][C:21]1[C:16]([N:13]2[CH2:14][CH2:15][N:10]([C:8]([C:5]3[CH:6]=[CH:7][C:2]([N:30]4[CH2:31][CH2:32][O:28][C:29]4=[O:33])=[CH:3][C:4]=3[S:24]([CH3:27])(=[O:26])=[O:25])=[O:9])[CH2:11][CH2:12]2)=[N:17][CH:18]=[C:19]([Cl:23])[CH:20]=1, predict the reactants needed to synthesize it. The reactants are: Br[C:2]1[CH:7]=[CH:6][C:5]([C:8]([N:10]2[CH2:15][CH2:14][N:13]([C:16]3[C:21]([Cl:22])=[CH:20][C:19]([Cl:23])=[CH:18][N:17]=3)[CH2:12][CH2:11]2)=[O:9])=[C:4]([S:24]([CH3:27])(=[O:26])=[O:25])[CH:3]=1.[O:28]1[CH2:32][CH2:31][NH:30][C:29]1=[O:33].